Task: Regression. Given two drug SMILES strings and cell line genomic features, predict the synergy score measuring deviation from expected non-interaction effect.. Dataset: NCI-60 drug combinations with 297,098 pairs across 59 cell lines (1) Drug 1: CC1OCC2C(O1)C(C(C(O2)OC3C4COC(=O)C4C(C5=CC6=C(C=C35)OCO6)C7=CC(=C(C(=C7)OC)O)OC)O)O. Drug 2: CNC(=O)C1=NC=CC(=C1)OC2=CC=C(C=C2)NC(=O)NC3=CC(=C(C=C3)Cl)C(F)(F)F. Cell line: SK-MEL-5. Synergy scores: CSS=26.6, Synergy_ZIP=-6.09, Synergy_Bliss=0.126, Synergy_Loewe=-11.2, Synergy_HSA=0.939. (2) Drug 1: CN(C)C1=NC(=NC(=N1)N(C)C)N(C)C. Drug 2: C1=NC2=C(N=C(N=C2N1C3C(C(C(O3)CO)O)O)F)N. Cell line: MCF7. Synergy scores: CSS=-6.45, Synergy_ZIP=7.82, Synergy_Bliss=-0.692, Synergy_Loewe=-4.56, Synergy_HSA=-4.16.